Task: Predict the reactants needed to synthesize the given product.. Dataset: Full USPTO retrosynthesis dataset with 1.9M reactions from patents (1976-2016) (1) Given the product [OH:1][C:2]1[CH:3]=[CH:4][C:5]([CH:8]([C:9]#[C:10][CH3:11])[CH2:12][C:13]([OH:21])=[O:14])=[CH:6][CH:7]=1, predict the reactants needed to synthesize it. The reactants are: [OH:1][C:2]1[CH:7]=[CH:6][C:5]([CH:8]([CH:12]2C(=O)OC(C)(C)[O:14][C:13]2=[O:21])[C:9]#[C:10][CH3:11])=[CH:4][CH:3]=1.O.Cl. (2) Given the product [C:1]1([N:7]2[C:11]([NH:12][C:24](=[O:25])[O:26][C:27]3[CH:32]=[CH:31][CH:30]=[CH:29][CH:28]=3)=[CH:10][C:9]([C:13]([F:15])([F:16])[F:14])=[N:8]2)[CH:2]=[CH:3][CH:4]=[CH:5][CH:6]=1, predict the reactants needed to synthesize it. The reactants are: [C:1]1([N:7]2[C:11]([NH2:12])=[CH:10][C:9]([C:13]([F:16])([F:15])[F:14])=[N:8]2)[CH:6]=[CH:5][CH:4]=[CH:3][CH:2]=1.C([O-])([O-])=O.[K+].[K+].Cl[C:24]([O:26][C:27]1[CH:32]=[CH:31][CH:30]=[CH:29][CH:28]=1)=[O:25]. (3) Given the product [CH3:1][O:2][C:3](=[O:19])[CH2:4][CH2:5][NH:6][S:7]([C:10]1[CH:15]=[CH:14][C:13]([C:20]#[N:21])=[CH:12][C:11]=1[CH2:17][CH3:18])(=[O:9])=[O:8], predict the reactants needed to synthesize it. The reactants are: [CH3:1][O:2][C:3](=[O:19])[CH2:4][CH2:5][NH:6][S:7]([C:10]1[CH:15]=[CH:14][C:13](Br)=[CH:12][C:11]=1[CH2:17][CH3:18])(=[O:9])=[O:8].[C:20]([Cu])#[N:21].O. (4) Given the product [C:70]([C:67]1[N:68]=[CH:69][C:64]([NH:63][C:30]([CH:20]2[NH:19][CH:18]([CH2:33][C:34]([CH3:37])([CH3:35])[CH3:36])[C:17]3([C:12]4[C:13](=[CH:14][C:9]([Cl:8])=[CH:10][CH:11]=4)[NH:15][C:16]3=[O:38])[CH:21]2[C:22]2[CH:27]=[CH:26][CH:25]=[C:24]([Cl:28])[C:23]=2[F:29])=[O:32])=[CH:65][N:66]=1)#[N:71], predict the reactants needed to synthesize it. The reactants are: FC(F)(F)C(O)=O.[Cl:8][C:9]1[CH:14]=[C:13]2[NH:15][C:16](=[O:38])[C:17]3([CH:21]([C:22]4[CH:27]=[CH:26][CH:25]=[C:24]([Cl:28])[C:23]=4[F:29])[CH:20]([C:30]([OH:32])=O)[NH:19][CH:18]3[CH2:33][C:34]([CH3:37])([CH3:36])[CH3:35])[C:12]2=[CH:11][CH:10]=1.C(N(C(C)C)CC)(C)C.C1(P(Cl)(C2C=CC=CC=2)=O)C=CC=CC=1.[NH2:63][C:64]1[CH:65]=[N:66][C:67]([C:70]#[N:71])=[N:68][CH:69]=1.